This data is from Orexin1 receptor HTS with 218,158 compounds and 233 confirmed actives. The task is: Binary Classification. Given a drug SMILES string, predict its activity (active/inactive) in a high-throughput screening assay against a specified biological target. (1) The drug is Brc1ccc(C(=O)CCC(=O)Nc2ccc(OCC)cc2)cc1. The result is 0 (inactive). (2) The compound is O=C(N(n1c2c(nc1c1nonc1NC(=O)CC)cccc2)C(=O)CC)CC. The result is 0 (inactive). (3) The molecule is O1c2cc(CN3CCN(CC3)CC(=O)Nc3cc4OCOc4cc3)ccc2OC1. The result is 0 (inactive).